This data is from Forward reaction prediction with 1.9M reactions from USPTO patents (1976-2016). The task is: Predict the product of the given reaction. (1) Given the reactants [H-].[Al+3].[Li+].[H-].[H-].[H-].[CH2:7]([O:9][C:10]1([O:26][CH2:27][CH3:28])[CH2:15][CH2:14][N:13]([C@@H:16]2[CH2:20][CH2:19][C@H:18]([C:21](OCC)=[O:22])[CH2:17]2)[CH2:12][CH2:11]1)[CH3:8].[OH-].[Na+].[O-]S([O-])(=O)=O.[Na+].[Na+], predict the reaction product. The product is: [CH2:27]([O:26][C:10]1([O:9][CH2:7][CH3:8])[CH2:15][CH2:14][N:13]([C@@H:16]2[CH2:20][CH2:19][C@H:18]([CH2:21][OH:22])[CH2:17]2)[CH2:12][CH2:11]1)[CH3:28]. (2) Given the reactants ClC(Cl)(O[C:5](=[O:11])OC(Cl)(Cl)Cl)Cl.[F:13][C:14]([F:22])([F:21])[CH:15]([OH:20])[C:16]([F:19])([F:18])[F:17].C(N(CC)C(C)C)(C)C.[CH3:32][C:33]1[N:38]=[C:37]([CH2:39][N:40]2[CH2:45][CH2:44][NH:43][CH2:42][CH2:41]2)[CH:36]=[CH:35][C:34]=1[C:46]1[CH:51]=[CH:50][CH:49]=[CH:48][C:47]=1[CH3:52], predict the reaction product. The product is: [CH3:32][C:33]1[N:38]=[C:37]([CH2:39][N:40]2[CH2:41][CH2:42][N:43]([C:5]([O:20][CH:15]([C:16]([F:19])([F:18])[F:17])[C:14]([F:22])([F:21])[F:13])=[O:11])[CH2:44][CH2:45]2)[CH:36]=[CH:35][C:34]=1[C:46]1[CH:51]=[CH:50][CH:49]=[CH:48][C:47]=1[CH3:52].